From a dataset of Reaction yield outcomes from USPTO patents with 853,638 reactions. Predict the reaction yield, written as a fraction of the theoretical maximum amount of product (1.0 means a 100% yield; for example, 0.34 means a 34% yield). (1) The reactants are [CH:1]([C:3]1[S:7][C:6](B(O)O)=[C:5]([CH3:11])[CH:4]=1)=O.IC1[C:21]2[C:16](=[N:17][CH:18]=[N:19][C:20]=2[NH2:22])[N:15]([CH:23]([CH3:25])[CH3:24])[N:14]=1.[C:26]([O-])([O-])=[O:27].[Na+].[Na+]. The catalyst is CCO.COCCOC.C1C=CC([P]([Pd]([P](C2C=CC=CC=2)(C2C=CC=CC=2)C2C=CC=CC=2)([P](C2C=CC=CC=2)(C2C=CC=CC=2)C2C=CC=CC=2)[P](C2C=CC=CC=2)(C2C=CC=CC=2)C2C=CC=CC=2)(C2C=CC=CC=2)C2C=CC=CC=2)=CC=1. The product is [NH2:22][C:20]1[N:19]=[CH:18][N:17]=[C:16]2[N:15]([CH:23]([CH3:25])[CH3:24])[N:14]=[C:1]([C:3]3[S:7][C:6]([CH:26]=[O:27])=[C:5]([CH3:11])[CH:4]=3)[C:21]=12. The yield is 0.380. (2) The reactants are [O:1]=[C:2]1[NH:6][C:5](=[O:7])[C:4](=[CH:8][C:9]2[C:18]3[C:13](=[CH:14][CH:15]=[CH:16][CH:17]=3)[C:12]([O:19][CH2:20][CH2:21][CH2:22][C:23](O)=[O:24])=[CH:11][CH:10]=2)[S:3]1.ON1C2C=CC=CC=2N=N1.Cl.C(N=C=NCCCN(C)C)C.[C:48]([O:52][C:53](=[O:59])[NH:54][CH2:55][CH2:56][CH2:57][NH2:58])([CH3:51])([CH3:50])[CH3:49]. The catalyst is CN(C=O)C. The product is [C:48]([O:52][C:53](=[O:59])[NH:54][CH2:55][CH2:56][CH2:57][NH:58][C:23](=[O:24])[CH2:22][CH2:21][CH2:20][O:19][C:12]1[C:13]2[C:18](=[CH:17][CH:16]=[CH:15][CH:14]=2)[C:9]([CH:8]=[C:4]2[S:3][C:2](=[O:1])[NH:6][C:5]2=[O:7])=[CH:10][CH:11]=1)([CH3:51])([CH3:49])[CH3:50]. The yield is 0.590. (3) The reactants are [CH:1]([CH:3]=O)=[O:2].[CH2:5]([NH:7][CH2:8][C@H:9]([C:11]1[CH:16]=[CH:15][CH:14]=[CH:13][CH:12]=1)[OH:10])[CH3:6]. The catalyst is C1(C)C=CC=CC=1. The product is [CH2:5]([N:7]1[CH2:8][C@H:9]([C:11]2[CH:16]=[CH:15][CH:14]=[CH:13][CH:12]=2)[O:10][C:1](=[O:2])[CH2:3]1)[CH3:6]. The yield is 0.500. (4) The reactants are C(O[C:5](=[O:7])[CH3:6])(=O)C.[Cl:8][C:9]1[C:18]2[CH2:17][NH:16][CH2:15][CH2:14][C:13]=2[N:12]=[C:11]2[CH:19]=[CH:20][C:21]([C:23]#[N:24])=[CH:22][C:10]=12.O. The yield is 0.770. The catalyst is C(Cl)Cl. The product is [C:5]([N:16]1[CH2:15][CH2:14][C:13]2[N:12]=[C:11]3[CH:19]=[CH:20][C:21]([C:23]#[N:24])=[CH:22][C:10]3=[C:9]([Cl:8])[C:18]=2[CH2:17]1)(=[O:7])[CH3:6]. (5) The reactants are [F:1][C:2]([F:21])([F:20])[C:3](=[O:19])[CH2:4][C:5]([NH:7][C:8]1[NH:9][N:10]=[C:11]([C:13]2[CH:18]=[CH:17][CH:16]=[CH:15][CH:14]=2)[CH:12]=1)=[O:6].[CH2:22]([N:25]=[C:26]=[O:27])[CH:23]=[CH2:24]. The catalyst is CN(C=O)C. The product is [CH2:22]([NH:25][C:26]([N:9]1[C:8]([NH:7][C:5](=[O:6])[CH2:4][C:3](=[O:19])[C:2]([F:1])([F:20])[F:21])=[CH:12][C:11]([C:13]2[CH:14]=[CH:15][CH:16]=[CH:17][CH:18]=2)=[N:10]1)=[O:27])[CH:23]=[CH2:24]. The yield is 0.980. (6) The reactants are [F:1][C:2]([F:17])([F:16])[C:3]1[CH:8]=[CH:7][C:6]([C:9]2[CH:14]=[N:13][NH:12][C:11](=[O:15])[CH:10]=2)=[CH:5][CH:4]=1.Br[C:19]1[CH:20]=[CH:21][C:22]2[C:23]3[CH2:32][N:31]([C:33]([O:35][C:36]([CH3:39])([CH3:38])[CH3:37])=[O:34])[CH2:30][CH2:29][C:24]=3[N:25]([CH3:28])[C:26]=2[CH:27]=1. The yield is 0.300. No catalyst specified. The product is [CH3:28][N:25]1[C:26]2[CH:27]=[C:19]([N:12]3[C:11](=[O:15])[CH:10]=[C:9]([C:6]4[CH:7]=[CH:8][C:3]([C:2]([F:1])([F:16])[F:17])=[CH:4][CH:5]=4)[CH:14]=[N:13]3)[CH:20]=[CH:21][C:22]=2[C:23]2[CH2:32][N:31]([C:33]([O:35][C:36]([CH3:39])([CH3:38])[CH3:37])=[O:34])[CH2:30][CH2:29][C:24]1=2. (7) The reactants are [C:1]([C:5]1[CH:10]=[C:9]([Br:11])[C:8]([N+:12]([O-:14])=[O:13])=[CH:7][C:6]=1[OH:15])([CH3:4])([CH3:3])[CH3:2].C([O-])([O-])=O.[Cs+].[Cs+].[CH2:22](Br)[C:23]1[CH:28]=[CH:27][CH:26]=[CH:25][CH:24]=1. The catalyst is CN(C=O)C.O. The product is [C:1]([C:5]1[CH:10]=[C:9]([Br:11])[C:8]([N+:12]([O-:14])=[O:13])=[CH:7][C:6]=1[O:15][CH2:22][C:23]1[CH:28]=[CH:27][CH:26]=[CH:25][CH:24]=1)([CH3:4])([CH3:2])[CH3:3]. The yield is 0.940.